From a dataset of CYP2D6 inhibition data for predicting drug metabolism from PubChem BioAssay. Regression/Classification. Given a drug SMILES string, predict its absorption, distribution, metabolism, or excretion properties. Task type varies by dataset: regression for continuous measurements (e.g., permeability, clearance, half-life) or binary classification for categorical outcomes (e.g., BBB penetration, CYP inhibition). Dataset: cyp2d6_veith. (1) The drug is Cc1ccc(NC(=O)CN(C)C(=O)CSc2n[nH]c(N)n2)cc1. The result is 0 (non-inhibitor). (2) The compound is Cc1nc2c(C)cccn2c1/C(O)=C1\C(=O)C(=O)N(CCN2CCOCC2)C1c1ccncc1. The result is 0 (non-inhibitor). (3) The molecule is Cc1cc(C)cc(NC(=O)CCc2nc3ccccc3[nH]2)c1. The result is 0 (non-inhibitor). (4) The compound is O=S(=O)(Nc1nccs1)c1ccc([As](=O)(O)O)cc1. The result is 0 (non-inhibitor).